Dataset: Catalyst prediction with 721,799 reactions and 888 catalyst types from USPTO. Task: Predict which catalyst facilitates the given reaction. (1) Reactant: C[O:2][C:3](=O)[C:4]1[CH:9]=[C:8]([Cl:10])[C:7]([O:11][CH3:12])=[CH:6][C:5]=1[O:13][CH2:14][CH:15]1[CH2:21][N:20]([CH2:22][C:23]2[CH:28]=[CH:27][C:26]([F:29])=[CH:25][CH:24]=2)[CH2:19][CH2:18][CH2:17][O:16]1.[CH3:31][NH2:32]. Product: [Cl:10][C:8]1[C:7]([O:11][CH3:12])=[CH:6][C:5]([O:13][CH2:14][CH:15]2[CH2:21][N:20]([CH2:22][C:23]3[CH:28]=[CH:27][C:26]([F:29])=[CH:25][CH:24]=3)[CH2:19][CH2:18][CH2:17][O:16]2)=[C:4]([CH:9]=1)[C:3]([NH:32][CH3:31])=[O:2]. The catalyst class is: 8. (2) Reactant: CON(C)[C:4](=[O:20])[C:5]1[CH:10]=[CH:9][C:8]([C:11]2[CH:15]=[C:14]([C:16]([F:19])([F:18])[F:17])[O:13][N:12]=2)=[CH:7][CH:6]=1.[CH:22]1([Mg]Br)[CH2:27][CH2:26][CH2:25][CH2:24][CH2:23]1. Product: [CH:22]1([C:4]([C:5]2[CH:6]=[CH:7][C:8]([C:11]3[CH:15]=[C:14]([C:16]([F:17])([F:18])[F:19])[O:13][N:12]=3)=[CH:9][CH:10]=2)=[O:20])[CH2:27][CH2:26][CH2:25][CH2:24][CH2:23]1. The catalyst class is: 1. (3) Reactant: [C:1]1(=[O:8])[O:7][C:5](=[O:6])[CH2:4][CH2:3][CH2:2]1.[Cl-].[Al+3].[Cl-].[Cl-].[C:13]([O:16][CH2:17][CH3:18])(=O)C. Product: [CH3:13][O:16][C:17]1[CH:18]=[CH:4][C:3]([C:5](=[O:6])[CH2:4][CH2:3][CH2:2][C:1]([OH:7])=[O:8])=[CH:2][CH:1]=1. The catalyst class is: 520.